Dataset: Catalyst prediction with 721,799 reactions and 888 catalyst types from USPTO. Task: Predict which catalyst facilitates the given reaction. Reactant: [CH:1]1([C@H:4]([NH:6][C:7]2[N:12]=[C:11]([NH:13][C@@H:14]([CH:16]3[CH2:18][CH2:17]3)[CH3:15])[N:10]=[C:9]([C:19]3[N:24]=[C:23]([C:25]([OH:27])=O)[CH:22]=[CH:21][CH:20]=3)[N:8]=2)[CH3:5])[CH2:3][CH2:2]1.C(Cl)(=O)C(Cl)=O.[NH3:34]. Product: [CH:16]1([C@H:14]([NH:13][C:11]2[N:12]=[C:7]([NH:6][C@@H:4]([CH:1]3[CH2:2][CH2:3]3)[CH3:5])[N:8]=[C:9]([C:19]3[N:24]=[C:23]([C:25]([NH2:34])=[O:27])[CH:22]=[CH:21][CH:20]=3)[N:10]=2)[CH3:15])[CH2:18][CH2:17]1. The catalyst class is: 59.